Dataset: Catalyst prediction with 721,799 reactions and 888 catalyst types from USPTO. Task: Predict which catalyst facilitates the given reaction. (1) Reactant: C[O:2][C:3](=[O:10])[CH:4]=[C:5]([CH2:8][CH3:9])[CH2:6][CH3:7].[OH-].[Na+].Cl. Product: [CH2:6]([C:5]([CH2:8][CH3:9])=[CH:4][C:3]([OH:10])=[O:2])[CH3:7]. The catalyst class is: 12. (2) Reactant: [CH3:1][C:2]1[N:3]=[C:4]([NH:12][C:13](=[O:15])[CH3:14])[S:5][C:6]=1[C:7]1[CH:11]=[CH:10][S:9][CH:8]=1.[Br:16]N1C(=O)CCC1=O. Product: [Br:16][C:8]1[S:9][CH:10]=[CH:11][C:7]=1[C:6]1[S:5][C:4]([NH:12][C:13](=[O:15])[CH3:14])=[N:3][C:2]=1[CH3:1]. The catalyst class is: 10. (3) Reactant: [C:9]1(P(N=[N+]=[N-])([C:9]2[CH:14]=[CH:13][CH:12]=[CH:11][CH:10]=2)=O)[CH:14]=[CH:13][CH:12]=[CH:11][CH:10]=1.C(N([CH2:23][CH3:24])CC)C.[N-:25]=[C:26]=[O:27].[NH2:28][C:29]1[C:38]2[C:33](=[CH:34][CH:35]=[CH:36][CH:37]=2)[C:32]([C:39]2[CH:40]=[CH:41][C:42]([CH2:45][N:46]3[CH2:51][CH2:50][O:49][CH2:48][CH2:47]3)=[N:43][CH:44]=2)=[CH:31][CH:30]=1.[CH3:52]OCCOC. Product: [CH:9]1([CH:24]2[CH2:23][CH:52]2[NH:25][C:26]([NH:28][C:29]2[C:38]3[C:33](=[CH:34][CH:35]=[CH:36][CH:37]=3)[C:32]([C:39]3[CH:44]=[N:43][C:42]([CH2:45][N:46]4[CH2:47][CH2:48][O:49][CH2:50][CH2:51]4)=[CH:41][CH:40]=3)=[CH:31][CH:30]=2)=[O:27])[CH2:10][CH2:11][CH2:12][CH2:13][CH2:14]1. The catalyst class is: 36. (4) Reactant: [Cl:1][C:2]1[CH:7]=[CH:6][C:5]([C@@:8]2([OH:34])[CH2:13][CH2:12][N:11]([C:14](=[O:31])[CH2:15][C:16]3([NH:22]C(=O)C4C=CC=CC=4)[CH2:21][CH2:20][O:19][CH2:18][CH2:17]3)[CH2:10][C:9]2([CH3:33])[CH3:32])=[CH:4][CH:3]=1.Cl. Product: [NH2:22][C:16]1([CH2:15][C:14]([N:11]2[CH2:12][CH2:13][C@@:8]([C:5]3[CH:4]=[CH:3][C:2]([Cl:1])=[CH:7][CH:6]=3)([OH:34])[C:9]([CH3:33])([CH3:32])[CH2:10]2)=[O:31])[CH2:17][CH2:18][O:19][CH2:20][CH2:21]1. The catalyst class is: 12.